This data is from TCR-epitope binding with 47,182 pairs between 192 epitopes and 23,139 TCRs. The task is: Binary Classification. Given a T-cell receptor sequence (or CDR3 region) and an epitope sequence, predict whether binding occurs between them. (1) The TCR CDR3 sequence is CSASIDGGTLNPYEQYF. Result: 1 (the TCR binds to the epitope). The epitope is KLSYGIATV. (2) The epitope is FLPRVFSAV. The TCR CDR3 sequence is CSASSLREGETQYF. Result: 1 (the TCR binds to the epitope). (3) The epitope is KLSYGIATV. The TCR CDR3 sequence is CSVDVQGGAGELFF. Result: 1 (the TCR binds to the epitope). (4) The epitope is NLNESLIDL. The TCR CDR3 sequence is CASSPYAGNTGELFF. Result: 1 (the TCR binds to the epitope). (5) The epitope is IPRRNVATL. The TCR CDR3 sequence is CASSYSGGNYEQYF. Result: 1 (the TCR binds to the epitope). (6) The epitope is NLVPMVATV. The TCR CDR3 sequence is CASSLELAGLDNEQFF. Result: 1 (the TCR binds to the epitope).